This data is from Catalyst prediction with 721,799 reactions and 888 catalyst types from USPTO. The task is: Predict which catalyst facilitates the given reaction. Reactant: [Br:1][C:2]1[CH:14]=[N:13][C:12]2[C:11]3[CH:10]=[CH:9][C:8]([C:15]([O:17][CH3:18])=[O:16])=[CH:7][C:6]=3[NH:5][C:4]=2[CH:3]=1.C(=O)([O-])[O-].[Cs+].[Cs+].CS(O[CH:30]([C:37]1[CH:42]=[CH:41][CH:40]=[CH:39][CH:38]=1)[CH:31]1[CH2:36][CH2:35][O:34][CH2:33][CH2:32]1)(=O)=O. Product: [Br:1][C:2]1[CH:14]=[N:13][C:12]2[C:11]3[CH:10]=[CH:9][C:8]([C:15]([O:17][CH3:18])=[O:16])=[CH:7][C:6]=3[N:5]([C@H:30]([C:37]3[CH:42]=[CH:41][CH:40]=[CH:39][CH:38]=3)[CH:31]3[CH2:32][CH2:33][O:34][CH2:35][CH2:36]3)[C:4]=2[CH:3]=1. The catalyst class is: 3.